This data is from Reaction yield outcomes from USPTO patents with 853,638 reactions. The task is: Predict the reaction yield, written as a fraction of the theoretical maximum amount of product (1.0 means a 100% yield; for example, 0.34 means a 34% yield). (1) The reactants are [F:1][C:2]([F:35])([F:34])[C:3]1[CH:4]=[C:5]([CH2:13][O:14][C@@H:15]2[CH2:21][CH2:20][C@@H:19]3[N:22](CC=C)[C@@:16]2([C:28]2[CH:33]=[CH:32][CH:31]=[CH:30][CH:29]=2)[CH2:17][C@H:18]3[C:26]#[N:27])[CH:6]=[C:7]([C:9]([F:12])([F:11])[F:10])[CH:8]=1.CN1C(=O)CC(=O)N(C)C1=O.[OH-].[Na+]. The catalyst is ClCCl.O.C1C=CC([P]([Pd]([P](C2C=CC=CC=2)(C2C=CC=CC=2)C2C=CC=CC=2)([P](C2C=CC=CC=2)(C2C=CC=CC=2)C2C=CC=CC=2)[P](C2C=CC=CC=2)(C2C=CC=CC=2)C2C=CC=CC=2)(C2C=CC=CC=2)C2C=CC=CC=2)=CC=1. The product is [F:11][C:9]([F:10])([F:12])[C:7]1[CH:6]=[C:5]([CH2:13][O:14][C@@H:15]2[CH2:21][CH2:20][C@@H:19]3[NH:22][C@@:16]2([C:28]2[CH:33]=[CH:32][CH:31]=[CH:30][CH:29]=2)[CH2:17][C@H:18]3[C:26]#[N:27])[CH:4]=[C:3]([C:2]([F:1])([F:34])[F:35])[CH:8]=1. The yield is 0.850. (2) The reactants are [CH3:1][CH2:2][CH2:3][S:4]([NH:7][C:8]1[CH:9]=[CH:10][C:11]([F:33])=[C:12]([C:15]([C:17]2[C:21]3[CH:22]=[C:23]([C:26]4[CH:27]=[CH:28][C:29]([Cl:32])=[CH:30][CH:31]=4)[CH:24]=[N:25][C:20]=3[NH:19][CH:18]=2)=[O:16])[C:13]=1[F:14])(=[O:6])=[O:5].CC(C)=O.[OH:38][CH2:39][CH2:40][N+:41]([CH3:44])([CH3:43])[CH3:42]. The catalyst is C(O)(C)C. The product is [CH3:1][CH2:2][CH2:3][S:4]([NH:7][C:8]1[CH:9]=[CH:10][C:11]([F:33])=[C:12]([C:15]([C:17]2[C:21]3[CH:22]=[C:23]([C:26]4[CH:27]=[CH:28][C:29]([Cl:32])=[CH:30][CH:31]=4)[CH:24]=[N:25][C:20]=3[NH:19][CH:18]=2)=[O:16])[C:13]=1[F:14])(=[O:6])=[O:5].[OH:38][CH2:39][CH2:40][N+:41]([CH3:44])([CH3:43])[CH3:42]. The yield is 0.805. (3) The reactants are [Cl:1][C:2]1[CH:3]=[C:4]([N:10]2[CH2:15][CH2:14][N:13](C(OC(C)(C)C)=O)[CH2:12][CH2:11]2)[CH:5]=[C:6]([CH:8]=O)[CH:7]=1.[NH2:23][C:24]1[CH:32]=[C:31]([O:33][CH3:34])[CH:30]=[C:29]([O:35][CH3:36])[C:25]=1[C:26]([NH2:28])=[O:27].CC1C=CC(S(O)(=O)=O)=CC=1.OS([O-])=O.[Na+].FC(F)(F)C(O)=O. The catalyst is CC(N(C)C)=O. The product is [Cl:1][C:2]1[CH:7]=[C:6]([C:8]2[NH:28][C:26](=[O:27])[C:25]3[C:24](=[CH:32][C:31]([O:33][CH3:34])=[CH:30][C:29]=3[O:35][CH3:36])[N:23]=2)[CH:5]=[C:4]([N:10]2[CH2:11][CH2:12][NH:13][CH2:14][CH2:15]2)[CH:3]=1. The yield is 0.290. (4) The reactants are [C:1]([O:5][C:6]([NH:8][CH:9]1[CH2:14][CH:13]([S:15][C:16](=[O:23])[C:17]2[CH:22]=[CH:21][CH:20]=[CH:19][CH:18]=2)[C:12](=[O:24])[CH2:11][CH2:10]1)=[O:7])([CH3:4])([CH3:3])[CH3:2].[CH2:25](O)[CH2:26][OH:27].B(F)(F)F.C(OCC)(=O)C.C1CCCCC1. The catalyst is ClCCl. The product is [C:1]([O:5][C:6]([NH:8][C@@H:9]1[CH2:10][CH2:11][C:12]2([O:27][CH2:26][CH2:25][O:24]2)[C@H:13]([S:15][C:16](=[O:23])[C:17]2[CH:18]=[CH:19][CH:20]=[CH:21][CH:22]=2)[CH2:14]1)=[O:7])([CH3:4])([CH3:2])[CH3:3]. The yield is 0.280. (5) The reactants are [CH2:1]([O:8][C:9]1[CH:14]=[CH:13][C:12]([C:15]2[N:16]([CH2:21][CH2:22][CH2:23][OH:24])[C:17]([CH3:20])=[CH:18][CH:19]=2)=[CH:11][CH:10]=1)[C:2]1[CH:7]=[CH:6][CH:5]=[CH:4][CH:3]=1.[CH2:25]([C:32]1[CH:37]=[CH:36][C:35](O)=[CH:34][CH:33]=1)[C:26]1[CH:31]=[CH:30][CH:29]=[CH:28][CH:27]=1.C1(P(C2C=CC=CC=2)C2C=CC=CC=2)C=CC=CC=1.N(C(N1CCCCC1)=O)=NC(N1CCCCC1)=O. The catalyst is C1(C)C=CC=CC=1.O. The product is [CH2:1]([O:8][C:9]1[CH:14]=[CH:13][C:12]([C:15]2[N:16]([CH2:21][CH2:22][CH2:23][O:24][C:35]3[CH:36]=[CH:37][C:32]([CH2:25][C:26]4[CH:31]=[CH:30][CH:29]=[CH:28][CH:27]=4)=[CH:33][CH:34]=3)[C:17]([CH3:20])=[CH:18][CH:19]=2)=[CH:11][CH:10]=1)[C:2]1[CH:3]=[CH:4][CH:5]=[CH:6][CH:7]=1. The yield is 0.796. (6) The reactants are I[C:2]1[CH:3]=[CH:4][C:5]2[CH:18]3[CH2:19][CH:16]([CH2:17]3)[C:8]3[N:9]([CH3:15])[C:10]([C:12]([NH2:14])=[O:13])=[N:11][C:7]=3[C:6]=2[CH:20]=1.[N:21]1[CH:26]=[CH:25][CH:24]=[N:23][C:22]=1[C@:27]([OH:31])([C:29]#[CH:30])[CH3:28]. The catalyst is N1CCCCC1.[Cu]I.C1C=CC([P]([Pd]([P](C2C=CC=CC=2)(C2C=CC=CC=2)C2C=CC=CC=2)([P](C2C=CC=CC=2)(C2C=CC=CC=2)C2C=CC=CC=2)[P](C2C=CC=CC=2)(C2C=CC=CC=2)C2C=CC=CC=2)(C2C=CC=CC=2)C2C=CC=CC=2)=CC=1. The product is [OH:31][C@:27]([C:22]1[N:21]=[CH:26][CH:25]=[CH:24][N:23]=1)([CH3:28])[C:29]#[C:30][C:2]1[CH:3]=[CH:4][C:5]2[CH:18]3[CH2:19][CH:16]([CH2:17]3)[C:8]3[N:9]([CH3:15])[C:10]([C:12]([NH2:14])=[O:13])=[N:11][C:7]=3[C:6]=2[CH:20]=1. The yield is 0.500. (7) The yield is 0.840. The reactants are C(O[C:6](=O)[NH:7][CH:8]([C:12]1[NH:13][CH:14]=[C:15]([C:17]2[CH:22]=[CH:21][CH:20]=[CH:19][CH:18]=2)[N:16]=1)[CH:9]([CH3:11])[CH3:10])(C)(C)C.[H-].[H-].[H-].[H-].[Li+].[Al+3]. The product is [CH3:6][NH:7][CH:8]([C:12]1[NH:13][CH:14]=[C:15]([C:17]2[CH:22]=[CH:21][CH:20]=[CH:19][CH:18]=2)[N:16]=1)[CH:9]([CH3:11])[CH3:10]. The catalyst is C1COCC1. (8) The reactants are CO[C:3](=[O:16])[CH2:4][NH:5][C:6]([O:8][CH2:9][C:10]1[CH:15]=[CH:14][CH:13]=[CH:12][CH:11]=1)=[O:7].[C:17]([O:21][CH3:22])(=[O:20])[CH:18]=[CH2:19].[H-].[Na+]. The catalyst is C1(C)C=CC=CC=1. The product is [O:16]=[C:3]1[CH2:4][N:5]([C:6]([O:8][CH2:9][C:10]2[CH:11]=[CH:12][CH:13]=[CH:14][CH:15]=2)=[O:7])[CH2:19][CH:18]1[C:17]([O:21][CH3:22])=[O:20]. The yield is 0.960. (9) The reactants are [CH3:1][S:2]([C:5]1[CH:6]=[C:7]([C:11]2[N:16]3[N:17]=[C:18]([NH:20][C:21]4[CH:26]=[CH:25][C:24]([CH2:27][OH:28])=[CH:23][CH:22]=4)[N:19]=[C:15]3[CH:14]=[CH:13][CH:12]=2)[CH:8]=[CH:9][CH:10]=1)(=[O:4])=[O:3].[OH-].[K+].I[CH3:32]. The catalyst is CS(C)=O. The product is [CH3:32][O:28][CH2:27][C:24]1[CH:23]=[CH:22][C:21]([NH:20][C:18]2[N:19]=[C:15]3[CH:14]=[CH:13][CH:12]=[C:11]([C:7]4[CH:8]=[CH:9][CH:10]=[C:5]([S:2]([CH3:1])(=[O:4])=[O:3])[CH:6]=4)[N:16]3[N:17]=2)=[CH:26][CH:25]=1. The yield is 0.120.